Task: Predict which catalyst facilitates the given reaction.. Dataset: Catalyst prediction with 721,799 reactions and 888 catalyst types from USPTO (1) Reactant: [C:1](=[O:38])([O:16][CH2:17]/[C:18](/[C:28]1[CH:33]=[CH:32][C:31]([S:34]([CH3:37])(=[O:36])=[O:35])=[CH:30][CH:29]=1)=[C:19](/[C:22]1[CH:27]=[CH:26][CH:25]=[CH:24][CH:23]=1)\[CH2:20][OH:21])[O:2][CH2:3][CH2:4][CH2:5][CH:6]([O:12][N+:13]([O-:15])=[O:14])[CH2:7][O:8][N+:9]([O-:11])=[O:10].CC(OI1(OC(C)=O)(OC(C)=O)OC(=O)C2C=CC=CC1=2)=[O:41].O. Product: [N+:13]([O:12][CH:6]([CH2:7][O:8][N+:9]([O-:11])=[O:10])[CH2:5][CH2:4][CH2:3][O:2][C:1]([O:16][CH2:17]/[C:18](/[C:28]1[CH:33]=[CH:32][C:31]([S:34]([CH3:37])(=[O:35])=[O:36])=[CH:30][CH:29]=1)=[C:19](/[C:22]1[CH:27]=[CH:26][CH:25]=[CH:24][CH:23]=1)\[C:20]([OH:41])=[O:21])=[O:38])([O-:15])=[O:14]. The catalyst class is: 4. (2) Reactant: Br[C:2]1[CH:15]=[CH:14][C:13]2[C:4](=[C:5]([C:22]3[CH:27]=[CH:26][CH:25]=[CH:24][CH:23]=3)[C:6]3[C:11]([C:12]=2[C:16]2[CH:21]=[CH:20][CH:19]=[CH:18][CH:17]=2)=[CH:10][CH:9]=[CH:8][CH:7]=3)[CH:3]=1.[C:28]1(B(O)O)[C:41]2[C:42]3=[C:43]4[C:38](=[CH:39][CH:40]=2)[CH:37]=[CH:36][CH:35]=[C:34]4[CH:33]=[CH:32][C:31]3=[CH:30][CH:29]=1.C(=O)([O-])[O-].[Na+].[Na+]. Product: [C:35]1([C:26]2[CH:25]=[CH:24][C:23]3[C:22](=[C:5]([C:4]4[CH:3]=[CH:2][CH:15]=[CH:14][CH:13]=4)[C:6]4[C:11]([C:12]=3[C:16]3[CH:21]=[CH:20][CH:19]=[CH:18][CH:17]=3)=[CH:10][CH:9]=[CH:8][CH:7]=4)[CH:27]=2)[C:34]2[C:43]3=[C:42]4[C:31](=[CH:32][CH:33]=2)[CH:30]=[CH:29][CH:28]=[C:41]4[CH:40]=[CH:39][C:38]3=[CH:37][CH:36]=1. The catalyst class is: 1. (3) Reactant: [CH2:1]([C:3]1[CH:4]=[C:5]([C:27]([OH:29])=[O:28])[C:6](=[O:26])[NH:7][C:8]=1[C:9]1[CH:14]=[CH:13][C:12]([N:15]2[CH2:18][CH:17]([O:19]C3CCCCO3)[CH2:16]2)=[CH:11][CH:10]=1)[CH3:2].Cl. Product: [CH2:1]([C:3]1[CH:4]=[C:5]([C:27]([OH:29])=[O:28])[C:6](=[O:26])[NH:7][C:8]=1[C:9]1[CH:14]=[CH:13][C:12]([N:15]2[CH2:18][CH:17]([OH:19])[CH2:16]2)=[CH:11][CH:10]=1)[CH3:2]. The catalyst class is: 24. (4) Reactant: [Cl:1][C:2]1[CH:7]=[C:6]([Cl:8])[CH:5]=[CH:4][C:3]=1[C:9]1[N:14]=[CH:13][C:12]([C:15]([O:17]C)=[O:16])=[CH:11][C:10]=1[C:19]1[CH:24]=[CH:23][C:22]([Cl:25])=[CH:21][CH:20]=1.[OH-].[Na+].Cl. Product: [Cl:1][C:2]1[CH:7]=[C:6]([Cl:8])[CH:5]=[CH:4][C:3]=1[C:9]1[N:14]=[CH:13][C:12]([C:15]([OH:17])=[O:16])=[CH:11][C:10]=1[C:19]1[CH:24]=[CH:23][C:22]([Cl:25])=[CH:21][CH:20]=1. The catalyst class is: 5. (5) Reactant: [CH2:1]1[C:10]2[C:5](=[CH:6][CH:7]=[CH:8][CH:9]=2)[CH2:4][CH2:3][N:2]1[C:11]([O:13][C@H:14]1[CH2:18][C@@H:17]([C:19]([O:21][CH3:22])=[O:20])[N:16](C)[CH2:15]1)=[O:12].C(O)(C(F)(F)F)=O. Product: [CH2:1]1[C:10]2[C:5](=[CH:6][CH:7]=[CH:8][CH:9]=2)[CH2:4][CH2:3][N:2]1[C:11]([O:13][C@H:14]1[CH2:18][C@@H:17]([C:19]([O:21][CH3:22])=[O:20])[NH:16][CH2:15]1)=[O:12]. The catalyst class is: 2.